Dataset: Full USPTO retrosynthesis dataset with 1.9M reactions from patents (1976-2016). Task: Predict the reactants needed to synthesize the given product. (1) Given the product [F:59][C:5]1[CH:4]=[C:3]([NH:9][C:10]2[CH:15]=[CH:14][C:13]([C:16]([C:18]3[CH:23]=[C:22]([N:24]4[CH:28]=[C:27]([CH2:29][CH2:30][OH:31])[N:26]=[N:25]4)[CH:21]=[CH:20][C:19]=3[CH3:32])=[O:17])=[C:12]([CH3:33])[CH:11]=2)[CH:2]=[CH:7][C:6]=1[F:8], predict the reactants needed to synthesize it. The reactants are: F[C:2]1[CH:7]=[C:6]([F:8])[CH:5]=[CH:4][C:3]=1[NH:9][C:10]1[CH:15]=[CH:14][C:13]([C:16]([C:18]2[CH:23]=[C:22]([N:24]3[CH:28]=[C:27]([CH2:29][CH2:30][OH:31])[N:26]=[N:25]3)[CH:21]=[CH:20][C:19]=2[CH3:32])=[O:17])=[C:12]([CH3:33])[CH:11]=1.BrC1C=CC(C(C2C=C(N3C=C(CCO)N=N3)C=CC=2C)=O)=C(C)C=1.[F:59]C1C=C(N)C=CC=1F. (2) Given the product [F:1][C:2]1[C:7]([F:8])=[CH:6][CH:5]=[CH:4][C:3]=1[C:9]1[N:30]=[C:12]2[CH:13]=[N:14][N:15]([CH2:17][C:18]3[O:22][N:21]=[C:20]([C:23]4[CH:28]=[CH:27][C:26]([CH:33]=[O:34])=[CH:25][CH:24]=4)[CH:19]=3)[CH:16]=[C:11]2[N:10]=1, predict the reactants needed to synthesize it. The reactants are: [F:1][C:2]1[C:7]([F:8])=[CH:6][CH:5]=[CH:4][C:3]=1[C:9]1[N:30]=[C:12]2[CH:13]=[N:14][N:15]([CH2:17][C:18]3[O:22][N:21]=[C:20]([C:23]4[CH:28]=[CH:27][C:26](I)=[CH:25][CH:24]=4)[CH:19]=3)[CH:16]=[C:11]2[N:10]=1.C1C[O:34][CH2:33]C1.